This data is from Full USPTO retrosynthesis dataset with 1.9M reactions from patents (1976-2016). The task is: Predict the reactants needed to synthesize the given product. (1) The reactants are: [Cl:1][C:2]1[N:11]=[C:10](Cl)[C:9]([F:13])=[CH:8][C:3]=1[C:4]([O:6][CH3:7])=[O:5].[CH3:14]B1OB(C)OB(C)O1.C(=O)([O-])[O-].[Cs+].[Cs+]. Given the product [Cl:1][C:2]1[N:11]=[C:10]([CH3:14])[C:9]([F:13])=[CH:8][C:3]=1[C:4]([O:6][CH3:7])=[O:5], predict the reactants needed to synthesize it. (2) Given the product [CH3:24][C:18]([N:6]1[CH:7]=[CH:8][N:9]([C:10]([CH3:17])([CH3:16])[CH2:11][C:12]([CH3:15])([CH3:14])[CH3:13])[SiH:5]1[NH:3][CH2:1][CH3:2])([CH3:25])[CH2:19][C:20]([CH3:23])([CH3:22])[CH3:21], predict the reactants needed to synthesize it. The reactants are: [CH2:1]([NH2:3])[CH3:2].Cl[SiH:5]1[N:9]([C:10]([CH3:17])([CH3:16])[CH2:11][C:12]([CH3:15])([CH3:14])[CH3:13])[CH:8]=[CH:7][N:6]1[C:18]([CH3:25])([CH3:24])[CH2:19][C:20]([CH3:23])([CH3:22])[CH3:21]. (3) Given the product [CH3:14][O:11][C:10](=[O:12])[CH:9]([C:6]1[CH:5]=[CH:4][C:3]([O:2][CH3:1])=[CH:8][CH:7]=1)[C:29]([C:28]1[CH:32]=[CH:33][C:25]([C:23]#[N:24])=[C:26]([F:34])[CH:27]=1)=[O:30], predict the reactants needed to synthesize it. The reactants are: [CH3:1][O:2][C:3]1[CH:8]=[CH:7][C:6]([CH2:9][C:10]([OH:12])=[O:11])=[CH:5][CH:4]=1.[Li+].[CH3:14][Si]([N-][Si](C)(C)C)(C)C.[C:23]([C:25]1[CH:33]=[CH:32][C:28]([C:29](Cl)=[O:30])=[CH:27][C:26]=1[F:34])#[N:24].[NH4+].[Cl-]. (4) Given the product [F:18][C:11]1[CH:12]=[C:13]([F:17])[C:14]([F:16])=[CH:15][C:10]=1[C@H:9]1[C@H:4]([NH2:1])[CH:5]=[C:6]([O:19][Si:20]([CH:24]([CH3:26])[CH3:25])([CH:27]([CH3:29])[CH3:28])[CH:21]([CH3:22])[CH3:23])[CH2:7][CH2:8]1, predict the reactants needed to synthesize it. The reactants are: [N:1]([CH:4]1[CH:9]([C:10]2[CH:15]=[C:14]([F:16])[C:13]([F:17])=[CH:12][C:11]=2[F:18])[CH2:8][CH2:7][C:6]([O:19][Si:20]([CH:27]([CH3:29])[CH3:28])([CH:24]([CH3:26])[CH3:25])[CH:21]([CH3:23])[CH3:22])=[CH:5]1)=[N+]=[N-].[H-].[Al+3].[Li+].[H-].[H-].[H-].[H-].[Cl-].[NH4+]. (5) Given the product [F:40][C:33]1[C:34]([O:18][CH2:17][CH2:16][CH:13]2[CH2:14][CH2:15][N:10]([C:3]([O:5][C:6]([CH3:9])([CH3:8])[CH3:7])=[O:4])[CH2:11][CH2:12]2)=[C:35]2[C:30](=[CH:31][CH:32]=1)[N:29]=[C:28]([C:26]([NH:25][CH2:24][C:23]1[CH:41]=[CH:42][CH:43]=[C:21]([O:20][CH3:19])[CH:22]=1)=[O:27])[NH:37][C:36]2=[O:38], predict the reactants needed to synthesize it. The reactants are: [H-].[Na+].[C:3]([N:10]1[CH2:15][CH2:14][CH:13]([CH2:16][CH2:17][OH:18])[CH2:12][CH2:11]1)([O:5][C:6]([CH3:9])([CH3:8])[CH3:7])=[O:4].[CH3:19][O:20][C:21]1[CH:22]=[C:23]([CH:41]=[CH:42][CH:43]=1)[CH2:24][NH:25][C:26]([C:28]1[NH:37][C:36](=[O:38])[C:35]2[C:30](=[CH:31][CH:32]=[C:33]([F:40])[C:34]=2F)[N:29]=1)=[O:27].Cl.